Predict the product of the given reaction. From a dataset of Forward reaction prediction with 1.9M reactions from USPTO patents (1976-2016). (1) Given the reactants [F:1][C:2]1[C:7]([F:8])=[CH:6][CH:5]=[CH:4][C:3]=1[CH2:9][S:10][C:11]1[N:12]=[C:13]([NH:22][C:23]([CH3:28])([CH2:26][OH:27])[CH2:24][OH:25])[C:14]2[S:19][C:18]([O:20]C)=[N:17][C:15]=2[N:16]=1.Cl.[OH2:30], predict the reaction product. The product is: [C:26]([O-:27])(=[O:30])[CH3:23].[NH4+:12].[F:1][C:2]1[C:7]([F:8])=[CH:6][CH:5]=[CH:4][C:3]=1[CH2:9][S:10][C:11]1[N:12]=[C:13]([NH:22][C:23]([CH2:26][OH:27])([CH3:28])[CH2:24][OH:25])[C:14]2[S:19][C:18](=[O:20])[NH:17][C:15]=2[N:16]=1. (2) Given the reactants COC1C=CC(P2(SP(C3C=CC(OC)=CC=3)(=S)S2)=[S:10])=CC=1.[CH3:23][O:24][CH2:25][CH2:26][CH2:27][CH2:28][CH2:29][CH2:30][CH2:31][CH2:32][O:33][C:34]1[CH:39]=[CH:38][NH:37][C:36](=O)[C:35]=1[CH3:41], predict the reaction product. The product is: [CH3:23][O:24][CH2:25][CH2:26][CH2:27][CH2:28][CH2:29][CH2:30][CH2:31][CH2:32][O:33][C:34]1[CH:39]=[CH:38][NH:37][C:36](=[S:10])[C:35]=1[CH3:41]. (3) Given the reactants [CH3:1][O:2][C:3]1[CH:8]=[CH:7][C:6]([C:9]2[C:18](=[O:19])[C:17]3[C:12](=[CH:13][CH:14]=[N:15][C:16]=3[NH:20][C:21]3[CH:26]=[CH:25][CH:24]=[CH:23][CH:22]=3)[NH:11][CH:10]=2)=[CH:5][CH:4]=1.IC.I[CH2:30][CH3:31], predict the reaction product. The product is: [CH3:1][O:2][C:3]1[CH:4]=[CH:5][C:6]([C:9]2[C:18](=[O:19])[C:17]3[C:12](=[CH:13][CH:14]=[N:15][C:16]=3[NH:20][C:21]3[CH:26]=[CH:25][CH:24]=[CH:23][CH:22]=3)[N:11]([CH2:30][CH3:31])[CH:10]=2)=[CH:7][CH:8]=1. (4) Given the reactants C(OC([N:11]1[CH2:15][CH:14]([CH3:16])[CH2:13][C@H:12]1[CH2:17][C:18](=[O:25])[CH2:19][C:20](OCC)=O)=O)C1C=CC=CC=1.C(OC(N1C[C@H](OC)C[C@H]1CC(=O)CC(OCC)=O)=O)C1C=CC=CC=1, predict the reaction product. The product is: [CH3:16][CH:14]1[CH2:15][N:11]2[C@H:12]([CH2:17][C:18](=[O:25])[CH2:19][CH2:20]2)[CH2:13]1. (5) Given the reactants [C:1]1([CH:7]([C:29]2[CH:34]=[CH:33][CH:32]=[CH:31][CH:30]=2)[N:8]2[C:16]3[C:11](=[CH:12][CH:13]=[CH:14][CH:15]=3)[C:10](O)([C:17]3[CH:22]=[C:21]([CH3:23])[C:20]([O:24][CH3:25])=[CH:19][C:18]=3[OH:26])[C:9]2=[O:28])[CH:6]=[CH:5][CH:4]=[CH:3][CH:2]=1.C([SiH](CC)CC)C.FC(F)(F)C(O)=O, predict the reaction product. The product is: [C:29]1([CH:7]([C:1]2[CH:6]=[CH:5][CH:4]=[CH:3][CH:2]=2)[N:8]2[C:16]3[C:11](=[CH:12][CH:13]=[CH:14][CH:15]=3)[CH:10]([C:17]3[CH:22]=[C:21]([CH3:23])[C:20]([O:24][CH3:25])=[CH:19][C:18]=3[OH:26])[C:9]2=[O:28])[CH:30]=[CH:31][CH:32]=[CH:33][CH:34]=1.